Task: Predict the reaction yield, written as a fraction of the theoretical maximum amount of product (1.0 means a 100% yield; for example, 0.34 means a 34% yield).. Dataset: Reaction yield outcomes from USPTO patents with 853,638 reactions (1) The reactants are [Br:1][C:2]1[CH:3]=[CH:4][C:5]([CH2:9][O:10][CH3:11])=[N+:6]([O-])[CH:7]=1.[CH2:12]([N:14](CC)CC)C.C[Si](C#N)(C)C.O. The catalyst is C(#N)C. The product is [Br:1][C:2]1[C:7]([C:12]#[N:14])=[N:6][C:5]([CH2:9][O:10][CH3:11])=[CH:4][CH:3]=1. The yield is 0.580. (2) The product is [ClH:20].[CH3:13][C:14]1[N+:15]([O-:16])=[C:7]([C:6]2[CH:9]=[CH:10][C:3]([C:2]([F:11])([F:12])[F:1])=[CH:4][CH:5]=2)[O:8][C:17]=1[CH3:19]. The yield is 0.910. The catalyst is C(O)(=O)C. The reactants are [F:1][C:2]([F:12])([F:11])[C:3]1[CH:10]=[CH:9][C:6]([CH:7]=[O:8])=[CH:5][CH:4]=1.[CH3:13]/[C:14](/[C:17]([CH3:19])=O)=[N:15]\[OH:16].[ClH:20].COC(C)(C)C. (3) The reactants are [C:1]([NH:4][C:5]1[CH:10]=[CH:9][C:8]([O:11]C(=O)C)=[CH:7][C:6]=1[O:15][CH2:16][C:17]([CH3:19])=[CH2:18])(=[O:3])[CH3:2].N. The catalyst is CO. The product is [OH:11][C:8]1[CH:9]=[CH:10][C:5]([NH:4][C:1](=[O:3])[CH3:2])=[C:6]([O:15][CH2:16][C:17]([CH3:19])=[CH2:18])[CH:7]=1. The yield is 0.900. (4) The yield is 0.770. The product is [OH:34][CH2:25][CH2:26][O:27][CH2:28][CH2:29][O:30][CH2:31][CH2:32][O:33][C:8]1[CH:13]=[CH:12][C:11](/[CH:14]=[CH:15]/[C:16]2[CH:21]=[CH:20][C:19]([N+:22]([O-:24])=[O:23])=[CH:18][CH:17]=2)=[CH:10][N:9]=1. The catalyst is CN(C=O)C. The reactants are C(=O)([O-])[O-].[K+].[K+].Cl[C:8]1[CH:13]=[CH:12][C:11](/[CH:14]=[CH:15]/[C:16]2[CH:21]=[CH:20][C:19]([N+:22]([O-:24])=[O:23])=[CH:18][CH:17]=2)=[CH:10][N:9]=1.[CH2:25]([OH:34])[CH2:26][O:27][CH2:28][CH2:29][O:30][CH2:31][CH2:32][OH:33].O. (5) The reactants are [Cl:1][C:2]1[N:11]=[C:10](Cl)[C:9]2[C:4](=[CH:5][CH:6]=[CH:7][CH:8]=2)[N:3]=1.[NH3:13]. The catalyst is C1COCC1.CCOC(C)=O. The product is [Cl:1][C:2]1[N:11]=[C:10]([NH2:13])[C:9]2[C:4](=[CH:5][CH:6]=[CH:7][CH:8]=2)[N:3]=1. The yield is 0.720.